The task is: Regression. Given a peptide amino acid sequence and an MHC pseudo amino acid sequence, predict their binding affinity value. This is MHC class II binding data.. This data is from Peptide-MHC class II binding affinity with 134,281 pairs from IEDB. (1) The peptide sequence is INEPTAGAIAYGLDR. The MHC is HLA-DQA10501-DQB10301 with pseudo-sequence HLA-DQA10501-DQB10301. The binding affinity (normalized) is 0.631. (2) The peptide sequence is FNAWLTSILLSLEIV. The MHC is H-2-IAb with pseudo-sequence H-2-IAb. The binding affinity (normalized) is 0.